Dataset: Catalyst prediction with 721,799 reactions and 888 catalyst types from USPTO. Task: Predict which catalyst facilitates the given reaction. (1) Reactant: [Cl:1][C:2]1[CH:7]=[CH:6][CH:5]=[CH:4][C:3]=1[C:8]1[CH:17]=[C:16]2[C:11]([CH:12]=[C:13]([NH:18][C:19]([CH:21]3[CH2:23][CH2:22]3)=[O:20])[N:14]=[CH:15]2)=[C:10]([C:24]#[CH:25])[N:9]=1. Product: [Cl:1][C:2]1[CH:7]=[CH:6][CH:5]=[CH:4][C:3]=1[C:8]1[CH:17]=[C:16]2[C:11]([CH:12]=[C:13]([NH:18][C:19]([CH:21]3[CH2:22][CH2:23]3)=[O:20])[N:14]=[CH:15]2)=[C:10]([CH2:24][CH3:25])[N:9]=1. The catalyst class is: 865. (2) The catalyst class is: 9. Product: [Cl:1][C:2]1[C:3](/[C:12](=[N:25]/[O:26][CH2:36][CH:33]2[CH2:35][CH2:34]2)/[CH2:13][N:14]2[C:18](=[O:19])[C:17]3=[CH:20][CH:21]=[CH:22][CH:23]=[C:16]3[C:15]2=[O:24])=[N:4][CH:5]=[C:6]([C:8]([F:10])([F:11])[F:9])[CH:7]=1. Reactant: [Cl:1][C:2]1[C:3]([C:12](=[N:25][OH:26])[CH2:13][N:14]2[C:18](=[O:19])[C:17]3=[CH:20][CH:21]=[CH:22][CH:23]=[C:16]3[C:15]2=[O:24])=[N:4][CH:5]=[C:6]([C:8]([F:11])([F:10])[F:9])[CH:7]=1.C(=O)([O-])[O-].[K+].[K+].[CH:33]1([CH2:36]Br)[CH2:35][CH2:34]1.O.